Dataset: Catalyst prediction with 721,799 reactions and 888 catalyst types from USPTO. Task: Predict which catalyst facilitates the given reaction. The catalyst class is: 62. Product: [C:1]([N:4]1[C:13]2[C:8](=[CH:9][C:10]([C:14]3[CH2:19][CH2:18][N:17]([C:20]([O:22][C:23]([CH3:26])([CH3:25])[CH3:24])=[O:21])[CH2:16][CH:15]=3)=[CH:11][CH:12]=2)[C@H:7]([NH:27][C:33]2[N:38]=[C:37]([CH3:39])[CH:36]=[CH:35][N:34]=2)[C@@H:6]([CH3:28])[C@@H:5]1[CH:29]1[CH2:30][CH2:31]1)(=[O:3])[CH3:2]. Reactant: [C:1]([N:4]1[C:13]2[C:8](=[CH:9][C:10]([C:14]3[CH2:19][CH2:18][N:17]([C:20]([O:22][C:23]([CH3:26])([CH3:25])[CH3:24])=[O:21])[CH2:16][CH:15]=3)=[CH:11][CH:12]=2)[C@H:7]([NH2:27])[C@@H:6]([CH3:28])[C@@H:5]1[CH:29]1[CH2:31][CH2:30]1)(=[O:3])[CH3:2].Br[C:33]1[N:38]=[C:37]([CH3:39])[CH:36]=[CH:35][N:34]=1.CC(C)([O-])C.[Na+].CN(C1C(C2C(P(C3CCCCC3)C3CCCCC3)=CC=CC=2)=CC=CC=1)C.